This data is from Reaction yield outcomes from USPTO patents with 853,638 reactions. The task is: Predict the reaction yield, written as a fraction of the theoretical maximum amount of product (1.0 means a 100% yield; for example, 0.34 means a 34% yield). (1) The yield is 0.710. The product is [CH2:4]([C@@:11]12[CH2:16][CH2:15][C@:14]([OH:21])([C:17]([F:20])([F:19])[F:18])[CH2:13][C@H:12]1[CH2:22][O:23][C:40](=[O:41])[C:25]1[CH:26]=[C:27]([C:28]([NH:30][C:31]3[C:32]([CH3:37])=[N:33][CH:34]=[CH:35][CH:36]=3)=[O:29])[CH:38]=[CH:39][C:24]2=1)[C:5]1[CH:10]=[CH:9][CH:8]=[CH:7][CH:6]=1. The catalyst is [O-2].[O-2].[Mn+4].C1COCC1. The reactants are C(Cl)Cl.[CH2:4]([C@@:11]1([C:24]2[CH:39]=[CH:38][C:27]([C:28]([NH:30][C:31]3[C:32]([CH3:37])=[N:33][CH:34]=[CH:35][CH:36]=3)=[O:29])=[CH:26][C:25]=2[CH2:40][OH:41])[CH2:16][CH2:15][C@:14]([OH:21])([C:17]([F:20])([F:19])[F:18])[CH2:13][C@H:12]1[CH2:22][OH:23])[C:5]1[CH:10]=[CH:9][CH:8]=[CH:7][CH:6]=1. (2) The reactants are [CH2:1]([O:8][C@@H:9]1[CH2:14][CH2:13][C@H:12]([C:15](N(OC)C)=[O:16])[CH2:11][CH2:10]1)[C:2]1[CH:7]=[CH:6][CH:5]=[CH:4][CH:3]=1.[CH3:21][Li].Cl. The catalyst is C1COCC1. The product is [CH2:1]([O:8][C@@H:9]1[CH2:10][CH2:11][C@H:12]([C:15](=[O:16])[CH3:21])[CH2:13][CH2:14]1)[C:2]1[CH:3]=[CH:4][CH:5]=[CH:6][CH:7]=1. The yield is 0.600. (3) The reactants are Br[C:2]1[CH:7]=[CH:6][CH:5]=[C:4]([Br:8])[N:3]=1.[Li][CH2:10]CCC.[CH3:14][O:15][CH:16]([O:25][CH3:26])[CH2:17][CH2:18][C:19](N(OC)C)=[O:20]. The catalyst is CCOCC. The product is [CH:7](=[C:2](/[N:3]=[C:4]([Br:8])[CH:5]=[CH2:10])\[C:19](=[O:20])[CH2:18][CH2:17][CH:16]([O:15][CH3:14])[O:25][CH3:26])/[CH3:6]. The yield is 0.605.